Dataset: Choline transporter screen with 302,306 compounds. Task: Binary Classification. Given a drug SMILES string, predict its activity (active/inactive) in a high-throughput screening assay against a specified biological target. (1) The drug is O(C(=O)CC(NC(=O)c1cc2c(oc1=O)cccc2)c1cc([N+]([O-])=O)ccc1)CC. The result is 0 (inactive). (2) The result is 0 (inactive). The compound is S=C(N1CCn2c(nc3c2cccc3)C1)Nc1ccccc1. (3) The molecule is O=C(NC1CCN(CC1)Cc1ccccc1)CNC(=O)c1ccc(OCCCC)cc1. The result is 0 (inactive). (4) The compound is s1c(c(cc1)C)C(OCc1[nH]c2c(c(=O)n1)cccc2)=O. The result is 0 (inactive). (5) The compound is o1c2c(cc1C(=O)Nc1ccncc1)cccc2. The result is 0 (inactive).